This data is from CYP2D6 inhibition data for predicting drug metabolism from PubChem BioAssay. The task is: Regression/Classification. Given a drug SMILES string, predict its absorption, distribution, metabolism, or excretion properties. Task type varies by dataset: regression for continuous measurements (e.g., permeability, clearance, half-life) or binary classification for categorical outcomes (e.g., BBB penetration, CYP inhibition). Dataset: cyp2d6_veith. (1) The drug is O=C(COC(=O)COc1ccccc1)Nc1ccc(OC(F)(F)F)cc1. The result is 0 (non-inhibitor). (2) The molecule is COc1ccc(C(Cl)=C(c2ccc(OC)cc2)c2ccc(OC)cc2)cc1. The result is 0 (non-inhibitor). (3) The molecule is COc1ccccc1NC(=O)c1sc2ncn(Cc3ccccc3C)c(=O)c2c1C. The result is 0 (non-inhibitor).